Dataset: Reaction yield outcomes from USPTO patents with 853,638 reactions. Task: Predict the reaction yield, written as a fraction of the theoretical maximum amount of product (1.0 means a 100% yield; for example, 0.34 means a 34% yield). The reactants are [NH2:1][C:2]1[CH:3]=[C:4]([CH:21]=[CH:22][CH:23]=1)[O:5][C:6]1[CH:7]=[CH:8][C:9]2[N:10]([CH:12]=[C:13]([NH:15][C:16]([CH:18]3[CH2:20][CH2:19]3)=[O:17])[N:14]=2)[N:11]=1.[CH3:24][O:25][C:26]([C:28]1[CH:29]=[C:30]([CH:34]=[CH:35][CH:36]=1)[C:31](O)=[O:32])=[O:27].Cl.CN(C)CCCN=C=NCC.ON1C2C=CC=CC=2N=N1. The catalyst is CN(C)C=O. The product is [CH:18]1([C:16]([NH:15][C:13]2[N:14]=[C:9]3[CH:8]=[CH:7][C:6]([O:5][C:4]4[CH:3]=[C:2]([NH:1][C:31]([C:30]5[CH:29]=[C:28]([CH:36]=[CH:35][CH:34]=5)[C:26]([O:25][CH3:24])=[O:27])=[O:32])[CH:23]=[CH:22][CH:21]=4)=[N:11][N:10]3[CH:12]=2)=[O:17])[CH2:20][CH2:19]1. The yield is 0.720.